Predict the product of the given reaction. From a dataset of Forward reaction prediction with 1.9M reactions from USPTO patents (1976-2016). (1) Given the reactants Cl.[NH2:2][CH2:3][C:4]1[CH:9]=[CH:8][C:7]([C:10]2[C:11]([C:17]([O:19][CH3:20])=[O:18])=[C:12]([F:16])[CH:13]=[CH:14][CH:15]=2)=[CH:6][C:5]=1[F:21].Cl.[N:23]1[C:32]2[NH:31][CH2:30][CH2:29][CH2:28][C:27]=2[CH:26]=[CH:25][C:24]=1[CH2:33][C:34](O)=[O:35].O.ON1C2C=CC=CC=2N=N1.C(N(CC)CC)C.Cl.CN(C)CCCN=C=NCC, predict the reaction product. The product is: [F:16][C:12]1[CH:13]=[CH:14][CH:15]=[C:10]([C:7]2[CH:8]=[CH:9][C:4]([CH2:3][NH:2][C:34](=[O:35])[CH2:33][C:24]3[CH:25]=[CH:26][C:27]4[CH2:28][CH2:29][CH2:30][NH:31][C:32]=4[N:23]=3)=[C:5]([F:21])[CH:6]=2)[C:11]=1[C:17]([O:19][CH3:20])=[O:18]. (2) Given the reactants Cl[C:2]1[C:11]2[C:6](=[CH:7][C:8]([Cl:12])=[CH:9][CH:10]=2)[N:5]=[CH:4][CH:3]=1.[NH2:13][CH2:14][CH2:15][CH2:16][N:17]1[CH2:22][CH2:21][N:20]([CH2:23][CH2:24][CH2:25][NH2:26])[CH2:19][CH2:18]1.C([O-])([O-])=O.[K+].[K+], predict the reaction product. The product is: [Cl:12][C:8]1[CH:7]=[C:6]2[C:11]([C:2]([NH:26][CH2:25][CH2:24][CH2:23][N:20]3[CH2:19][CH2:18][N:17]([CH2:16][CH2:15][CH2:14][NH:13][C:2]4[C:11]5[C:6](=[CH:7][C:8]([Cl:12])=[CH:9][CH:10]=5)[N:5]=[CH:4][CH:3]=4)[CH2:22][CH2:21]3)=[CH:3][CH:4]=[N:5]2)=[CH:10][CH:9]=1.